From a dataset of Full USPTO retrosynthesis dataset with 1.9M reactions from patents (1976-2016). Predict the reactants needed to synthesize the given product. Given the product [CH3:12][C:4]1[C:3]([CH3:13])=[C:2]([O:1][CH2:16][CH2:17][CH3:18])[C:9]([CH3:10])=[C:8]([CH3:11])[C:5]=1[CH:6]=[O:7], predict the reactants needed to synthesize it. The reactants are: [OH:1][C:2]1[C:9]([CH3:10])=[C:8]([CH3:11])[C:5]([CH:6]=[O:7])=[C:4]([CH3:12])[C:3]=1[CH3:13].[H-].[Na+].[CH2:16](I)[CH2:17][CH3:18].Cl.